This data is from Forward reaction prediction with 1.9M reactions from USPTO patents (1976-2016). The task is: Predict the product of the given reaction. (1) The product is: [C:34]([NH:1][C:2]1[CH:3]=[C:4]([C:8]2[CH:16]=[CH:15][C:14]([C:17]([NH2:19])=[O:18])=[C:13]3[C:9]=2[CH:10]=[C:11]([CH2:20][CH2:21][OH:22])[NH:12]3)[CH:5]=[CH:6][CH:7]=1)(=[O:37])[CH:35]=[CH2:36]. Given the reactants [NH2:1][C:2]1[CH:3]=[C:4]([C:8]2[CH:16]=[CH:15][C:14]([C:17]([NH2:19])=[O:18])=[C:13]3[C:9]=2[CH:10]=[C:11]([CH2:20][CH2:21][OH:22])[NH:12]3)[CH:5]=[CH:6][CH:7]=1.CCN=C=NCCCN(C)C.[C:34](O)(=[O:37])[CH:35]=[CH2:36], predict the reaction product. (2) Given the reactants [Cr](O[Cr]([O-])(=O)=O)([O-])(=O)=O.[NH+]1C=CC=CC=1.[NH+]1C=CC=CC=1.[Cl:22][C:23]1[CH:24]=[C:25]([CH:39]=[CH:40][C:41]=1[Cl:42])[CH2:26][N:27]1[CH2:32][CH2:31][CH:30]([CH2:33][CH:34]([OH:38])[CH:35]([CH3:37])[CH3:36])[CH2:29][CH2:28]1, predict the reaction product. The product is: [Cl:22][C:23]1[CH:24]=[C:25]([CH:39]=[CH:40][C:41]=1[Cl:42])[CH2:26][N:27]1[CH2:32][CH2:31][CH:30]([CH2:33][C:34](=[O:38])[CH:35]([CH3:37])[CH3:36])[CH2:29][CH2:28]1. (3) Given the reactants [Cl:1][C:2]1[CH:7]=[CH:6][C:5]([CH:8]([C:10]2[CH:15]=[CH:14][C:13]([N:16]3[C:20]([CH3:21])=[CH:19][CH:18]=[C:17]3[CH3:22])=[C:12]([F:23])[CH:11]=2)[OH:9])=[CH:4][C:3]=1[S:24]([NH2:27])(=[O:26])=[O:25].C[N+]1([O-])CCOCC1, predict the reaction product. The product is: [Cl:1][C:2]1[CH:7]=[CH:6][C:5]([C:8](=[O:9])[C:10]2[CH:15]=[CH:14][C:13]([N:16]3[C:20]([CH3:21])=[CH:19][CH:18]=[C:17]3[CH3:22])=[C:12]([F:23])[CH:11]=2)=[CH:4][C:3]=1[S:24]([NH2:27])(=[O:26])=[O:25].